This data is from NCI-60 drug combinations with 297,098 pairs across 59 cell lines. The task is: Regression. Given two drug SMILES strings and cell line genomic features, predict the synergy score measuring deviation from expected non-interaction effect. Drug 1: CC1=CC=C(C=C1)C2=CC(=NN2C3=CC=C(C=C3)S(=O)(=O)N)C(F)(F)F. Drug 2: C(CC(=O)O)C(=O)CN.Cl. Cell line: MOLT-4. Synergy scores: CSS=22.5, Synergy_ZIP=-3.16, Synergy_Bliss=5.97, Synergy_Loewe=-0.245, Synergy_HSA=0.726.